Dataset: Reaction yield outcomes from USPTO patents with 853,638 reactions. Task: Predict the reaction yield, written as a fraction of the theoretical maximum amount of product (1.0 means a 100% yield; for example, 0.34 means a 34% yield). (1) The reactants are [F:1][C:2]1[CH:3]=[C:4]([C:10]2[C:15]([C:16]3[CH:21]=[CH:20][C:19]([O:22][CH3:23])=[C:18]([F:24])[CH:17]=3)=[N:14][NH:13][C:12](=[O:25])[CH:11]=2)[CH:5]=[CH:6][C:7]=1[O:8][CH3:9].[CH2:26](Br)[C:27]1[CH:32]=[CH:31][CH:30]=[CH:29][CH:28]=1. No catalyst specified. The product is [CH2:26]([N:13]1[C:12](=[O:25])[CH:11]=[C:10]([C:4]2[CH:5]=[CH:6][C:7]([O:8][CH3:9])=[C:2]([F:1])[CH:3]=2)[C:15]([C:16]2[CH:21]=[CH:20][C:19]([O:22][CH3:23])=[C:18]([F:24])[CH:17]=2)=[N:14]1)[C:27]1[CH:32]=[CH:31][CH:30]=[CH:29][CH:28]=1. The yield is 0.999. (2) The reactants are S(Cl)([Cl:3])=O.O[CH2:6][CH2:7][CH2:8][O:9][C:10]1[CH:15]=[CH:14][N:13]=[CH:12][CH:11]=1. The catalyst is ClC(Cl)Cl. The product is [ClH:3].[Cl:3][CH2:6][CH2:7][CH2:8][O:9][C:10]1[CH:15]=[CH:14][N:13]=[CH:12][CH:11]=1. The yield is 0.910. (3) The reactants are [CH2:1]([N:3]([CH2:11][C:12]1[N:13]=[C:14]2[S:21][C:20]([CH3:22])=[C:19]([CH:23]=[O:24])[N:15]2[C:16](=[O:18])[CH:17]=1)[C:4]1[CH:9]=[CH:8][C:7]([F:10])=[CH:6][CH:5]=1)[CH3:2].O.[BH4-].[Na+]. The catalyst is O1CCCC1. The product is [CH2:1]([N:3]([CH2:11][C:12]1[N:13]=[C:14]2[S:21][C:20]([CH3:22])=[C:19]([CH2:23][OH:24])[N:15]2[C:16](=[O:18])[CH:17]=1)[C:4]1[CH:5]=[CH:6][C:7]([F:10])=[CH:8][CH:9]=1)[CH3:2]. The yield is 0.600. (4) The product is [F:17][C:11]1[CH:12]=[CH:13][CH:14]=[C:15]([F:16])[C:10]=1[CH2:9][O:8][C:4]1[CH:3]=[C:2]([CH2:24][CH3:25])[CH:7]=[CH:6][N:5]=1. The reactants are Br[C:2]1[CH:7]=[CH:6][N:5]=[C:4]([O:8][CH2:9][C:10]2[C:15]([F:16])=[CH:14][CH:13]=[CH:12][C:11]=2[F:17])[CH:3]=1.C(=O)([O-])[O-].[Cs+].[Cs+].[CH2:24](B(O)O)[CH3:25].ClCCl. The yield is 0.410. The catalyst is O1CCOCC1.O. (5) The reactants are [O:1]=[C:2]1[C:7]([CH2:8][C:9]2[CH:16]=[CH:15][C:12]([C:13]#[N:14])=[CH:11][CH:10]=2)=[CH:6][NH:5][C:4](=[S:17])[NH:3]1.C([O-])([O-])=O.[K+].[K+].[Cl:24][C:25]1[CH:30]=[CH:29][C:28]([O:31][C:32]2[CH:37]=[CH:36][C:35]([CH2:38]Cl)=[CH:34][CH:33]=2)=[CH:27][C:26]=1[C:40]([F:43])([F:42])[F:41]. The catalyst is CC(C)=O. The product is [Cl:24][C:25]1[CH:30]=[CH:29][C:28]([O:31][C:32]2[CH:33]=[CH:34][C:35]([CH2:38][S:17][C:4]3[NH:5][CH:6]=[C:7]([CH2:8][C:9]4[CH:16]=[CH:15][C:12]([C:13]#[N:14])=[CH:11][CH:10]=4)[C:2](=[O:1])[N:3]=3)=[CH:36][CH:37]=2)=[CH:27][C:26]=1[C:40]([F:41])([F:42])[F:43]. The yield is 0.314.